This data is from Reaction yield outcomes from USPTO patents with 853,638 reactions. The task is: Predict the reaction yield, written as a fraction of the theoretical maximum amount of product (1.0 means a 100% yield; for example, 0.34 means a 34% yield). (1) The reactants are CC(OI1(OC(C)=O)(OC(C)=O)OC(=O)C2C=CC=CC1=2)=O.[Br:23][C:24]1[CH:29]=[CH:28][C:27]([CH:30]([OH:35])[C:31]([F:34])([F:33])[F:32])=[C:26]([F:36])[CH:25]=1.[O-]S([O-])(=S)=O.[Na+].[Na+]. The catalyst is C(Cl)Cl. The product is [Br:23][C:24]1[CH:29]=[CH:28][C:27]([C:30](=[O:35])[C:31]([F:34])([F:33])[F:32])=[C:26]([F:36])[CH:25]=1. The yield is 0.300. (2) The reactants are [NH2:1][C:2]1[CH:3]=[CH:4][CH:5]=[C:6]2[C:11]=1[CH2:10][CH:9]([OH:12])[CH2:8][CH2:7]2.N1C=CC=CC=1.Cl[C:20]([O:22][C:23]1[CH:28]=[CH:27][CH:26]=[CH:25][CH:24]=1)=[O:21].O. The catalyst is C1COCC1. The product is [OH:12][CH:9]1[CH2:10][C:11]2[C:2]([NH:1][C:20](=[O:21])[O:22][C:23]3[CH:28]=[CH:27][CH:26]=[CH:25][CH:24]=3)=[CH:3][CH:4]=[CH:5][C:6]=2[CH2:7][CH2:8]1. The yield is 0.480.